From a dataset of Full USPTO retrosynthesis dataset with 1.9M reactions from patents (1976-2016). Predict the reactants needed to synthesize the given product. (1) Given the product [CH3:1][C:2]1([CH3:16])[O:3][C:4](=[O:15])[NH:5][C:6]2[CH:11]=[CH:10][C:9]([C:18]3[S:22][C:21]([C:23]#[N:24])=[CH:20][C:19]=3[CH3:25])=[CH:8][C:7]1=2, predict the reactants needed to synthesize it. The reactants are: [CH3:1][C:2]1([CH3:16])[C:7]2[CH:8]=[C:9](B(O)O)[CH:10]=[CH:11][C:6]=2[NH:5][C:4](=[O:15])[O:3]1.Br[C:18]1[S:22][C:21]([C:23]#[N:24])=[CH:20][C:19]=1[CH3:25]. (2) The reactants are: CC(C)(C)[C@H:3]([NH:8][C:9]([N:11]1[C:19]2[CH2:18][CH2:17][N:16]([CH3:20])[CH2:15][C:14]=2[C:13]([C:21]2[CH:26]=[C:25]([F:27])[C:24]([F:28])=[CH:23][C:22]=2F)=[N:12]1)=[O:10])[C:4](NC)=O.FC1C=C(C2C3CN(C(OC(C)(C)C)=O)CCC=3NN=2)C=CC=1F.[OH:56][CH:57]1CCN[CH2:59][CH2:58]1. Given the product [F:27][C:25]1[CH:26]=[C:21]([C:13]2[C:14]3[CH2:15][N:16]([CH3:20])[CH2:17][CH2:18][C:19]=3[N:11]([C:9]([N:8]3[CH2:59][CH2:58][CH:57]([OH:56])[CH2:4][CH2:3]3)=[O:10])[N:12]=2)[CH:22]=[CH:23][C:24]=1[F:28], predict the reactants needed to synthesize it. (3) Given the product [CH:9]1([C:12]2[NH:16][C:15]3[CH:17]=[C:18]([C:27]4[C:28]([CH3:33])=[N:29][O:30][C:31]=4[CH3:32])[CH:19]=[C:20]([C:21]([C:1]4[CH:6]=[CH:5][CH:4]=[CH:3][CH:2]=4)=[O:22])[C:14]=3[N:13]=2)[CH2:11][CH2:10]1, predict the reactants needed to synthesize it. The reactants are: [C:1]1([Mg]Cl)[CH:6]=[CH:5][CH:4]=[CH:3][CH:2]=1.[CH:9]1([C:12]2[NH:16][C:15]3[CH:17]=[C:18]([C:27]4[C:28]([CH3:33])=[N:29][O:30][C:31]=4[CH3:32])[CH:19]=[C:20]([C:21](N(OC)C)=[O:22])[C:14]=3[N:13]=2)[CH2:11][CH2:10]1. (4) The reactants are: [C:1]([NH:8][C@@H:9]1[CH2:13][CH2:12][C@@H:11]([C:14]([OH:16])=O)[CH2:10]1)([O:3][C:4]([CH3:7])([CH3:6])[CH3:5])=[O:2].[Cl-].[NH4+].C[N:20](C(ON1N=NC2C=CC=NC1=2)=[N+](C)C)C.F[P-](F)(F)(F)(F)F.C(N(CC)C(C)C)(C)C. Given the product [C:4]([O:3][C:1](=[O:2])[NH:8][C@@H:9]1[CH2:13][CH2:12][C@@H:11]([C:14](=[O:16])[NH2:20])[CH2:10]1)([CH3:7])([CH3:6])[CH3:5], predict the reactants needed to synthesize it. (5) Given the product [CH3:18][O:19][C:20]([C@@H:21]1[CH2:25][CH2:24][CH2:23][N:22]1[C:8](=[O:10])[C@H:7]([NH:6][C:4]([O:3][CH2:1][CH3:2])=[O:5])[C:11]1[CH:16]=[CH:15][CH:14]=[CH:13][CH:12]=1)=[O:26], predict the reactants needed to synthesize it. The reactants are: [CH2:1]([O:3][C:4]([NH:6][C@H:7]([C:11]1[CH:16]=[CH:15][CH:14]=[CH:13][CH:12]=1)[C:8]([OH:10])=O)=[O:5])[CH3:2].Cl.[CH3:18][O:19][C:20](=[O:26])[C@@H:21]1[CH2:25][CH2:24][CH2:23][NH:22]1. (6) The reactants are: [OH:1][C:2]1[CH:11]=[CH:10][CH:9]=[C:8]2[C:3]=1[CH:4]=[CH:5][N:6]=[CH:7]2.[O:12]1[C:16]2[CH:17]=[CH:18]C=CC=2N=C1. Given the product [O:12]1[CH2:16][CH:17]1[CH2:18][O:1][C:2]1[CH:11]=[CH:10][CH:9]=[C:8]2[C:3]=1[CH:4]=[CH:5][N:6]=[CH:7]2, predict the reactants needed to synthesize it. (7) Given the product [C:1]([O:5][C:6]([N:8]1[CH2:15][CH2:14][C:11]2([CH2:12][CH2:13]2)[CH2:10][CH:9]1[C:16]([OH:18])=[O:17])=[O:7])([CH3:4])([CH3:2])[CH3:3], predict the reactants needed to synthesize it. The reactants are: [C:1]([O:5][C:6]([N:8]1[CH2:15][CH2:14][C:11]2([CH2:13][CH2:12]2)[CH2:10][CH:9]1[C:16]([O-:18])=[O:17])=[O:7])([CH3:4])([CH3:3])[CH3:2].C([NH2+]C(C1C=CC=CC=1)C)C1C=CC=CC=1.Cl.[Na+].[Cl-].